The task is: Predict the reactants needed to synthesize the given product.. This data is from Full USPTO retrosynthesis dataset with 1.9M reactions from patents (1976-2016). (1) Given the product [CH3:1][C:2]1[CH:29]=[CH:28][C:5]([CH2:6][N:7]2[C:15]3[C:10](=[CH:11][C:12]([C:16]4[CH:21]=[CH:20][CH:19]=[C:18]([CH3:22])[CH:17]=4)=[CH:13][CH:14]=3)[CH:9]=[C:8]2[CH2:23][OH:24])=[CH:4][CH:3]=1, predict the reactants needed to synthesize it. The reactants are: [CH3:1][C:2]1[CH:29]=[CH:28][C:5]([CH2:6][N:7]2[C:15]3[C:10](=[CH:11][C:12]([C:16]4[CH:21]=[CH:20][CH:19]=[C:18]([CH3:22])[CH:17]=4)=[CH:13][CH:14]=3)[CH:9]=[C:8]2[C:23](OCC)=[O:24])=[CH:4][CH:3]=1.[Al].[Li]. (2) Given the product [NH2:31][CH2:2][C:3]1[CH:8]=[CH:7][C:6]([CH2:9][CH2:10][C:11]2[N:12]=[C:13]([NH:27][C:28](=[O:30])[CH3:29])[S:14][C:15]=2[CH2:16][C:17]2[CH:22]=[CH:21][C:20]([S:23]([CH3:26])(=[O:25])=[O:24])=[CH:19][CH:18]=2)=[CH:5][CH:4]=1, predict the reactants needed to synthesize it. The reactants are: Cl[CH2:2][C:3]1[CH:8]=[CH:7][C:6]([CH2:9][CH2:10][C:11]2[N:12]=[C:13]([NH:27][C:28](=[O:30])[CH3:29])[S:14][C:15]=2[CH2:16][C:17]2[CH:22]=[CH:21][C:20]([S:23]([CH3:26])(=[O:25])=[O:24])=[CH:19][CH:18]=2)=[CH:5][CH:4]=1.[NH3:31].